From a dataset of Full USPTO retrosynthesis dataset with 1.9M reactions from patents (1976-2016). Predict the reactants needed to synthesize the given product. (1) Given the product [OH-:7].[NH4+:2].[CH3:1][N:2]([CH3:9])[CH2:3]/[CH:4]=[CH:5]/[C:6]([NH:16][C:17]1[CH:18]=[C:19]([C:23]2[CH:28]=[CH:27][CH:26]=[C:25]([O:29][C:30]3[C:39]4[C:34](=[CH:35][CH:36]=[CH:37][CH:38]=4)[NH:33][C:32](=[O:40])[CH:31]=3)[CH:24]=2)[CH:20]=[CH:21][CH:22]=1)=[O:7], predict the reactants needed to synthesize it. The reactants are: [CH3:1][N:2]([CH3:9])[CH2:3]/[CH:4]=[CH:5]/[C:6](O)=[O:7].C(Cl)(=O)C(Cl)=O.[NH2:16][C:17]1[CH:18]=[C:19]([C:23]2[CH:28]=[CH:27][CH:26]=[C:25]([O:29][C:30]3[C:39]4[C:34](=[CH:35][CH:36]=[CH:37][CH:38]=4)[NH:33][C:32](=[O:40])[CH:31]=3)[CH:24]=2)[CH:20]=[CH:21][CH:22]=1.CN(C)C(=O)C. (2) Given the product [F:1][C:2]1[CH:7]=[CH:6][C:5]([CH2:8][C:9]([O:11][CH3:12])=[O:10])=[C:4]([O:13][CH2:27][C@@H:28]2[CH2:30][O:29]2)[CH:3]=1, predict the reactants needed to synthesize it. The reactants are: [F:1][C:2]1[CH:7]=[CH:6][C:5]([CH2:8][C:9]([O:11][CH3:12])=[O:10])=[C:4]([OH:13])[CH:3]=1.[N+](C1C=C(S(O[CH2:27][C@:28]2(C)[CH2:30][O:29]2)(=O)=O)C=CC=1)([O-])=O.C(=O)([O-])[O-].[Cs+].[Cs+]. (3) Given the product [C:28]([O:27][C:25]([N:20]1[CH2:21][CH2:22][N:23]([CH2:2][C:3]([N:5]2[C:13]3[C:8](=[CH:9][CH:10]=[C:11]([C:14]#[N:15])[CH:12]=3)[C:7]([CH3:17])([CH3:16])[CH2:6]2)=[O:4])[CH2:24][C@H:19]1[CH3:18])=[O:26])([CH3:31])([CH3:29])[CH3:30], predict the reactants needed to synthesize it. The reactants are: Cl[CH2:2][C:3]([N:5]1[C:13]2[C:8](=[CH:9][CH:10]=[C:11]([C:14]#[N:15])[CH:12]=2)[C:7]([CH3:17])([CH3:16])[CH2:6]1)=[O:4].[CH3:18][C@@H:19]1[CH2:24][NH:23][CH2:22][CH2:21][N:20]1[C:25]([O:27][C:28]([CH3:31])([CH3:30])[CH3:29])=[O:26].C(N(CC)CC)C. (4) Given the product [Cl:1][C:2]1[CH:7]=[CH:6][C:5]([S:8]([N:11]([CH2:12][C:13]2[CH:18]=[CH:17][C:16]([C:19]3[N:20]=[CH:34][O:22][N:21]=3)=[CH:15][C:14]=2[F:23])[C@H:24]([CH2:28][CH2:29][C:30]([F:32])([F:33])[F:31])[C:25]([NH2:27])=[O:26])(=[O:10])=[O:9])=[CH:4][CH:3]=1, predict the reactants needed to synthesize it. The reactants are: [Cl:1][C:2]1[CH:7]=[CH:6][C:5]([S:8]([N:11]([C@H:24]([CH2:28][CH2:29][C:30]([F:33])([F:32])[F:31])[C:25]([NH2:27])=[O:26])[CH2:12][C:13]2[CH:18]=[CH:17][C:16]([C:19](=[N:21][OH:22])[NH2:20])=[CH:15][C:14]=2[F:23])(=[O:10])=[O:9])=[CH:4][CH:3]=1.[CH:34](OCC)(OCC)OCC.B(F)(F)F.CCOCC.CCOC(C)=O. (5) Given the product [CH2:37]([C:38]1[NH:7][C:8]2[C:9](=[O:30])[N:10]([CH2:27][CH2:28][CH3:29])[C:11](=[O:26])[N:12]([CH2:15][CH2:16][C:17]3[CH:22]=[CH:21][CH:20]=[C:19]([N+:23]([O-:25])=[O:24])[CH:18]=3)[C:13]=2[N:14]=1)[C:31]1[CH:36]=[CH:35][CH:34]=[CH:33][CH:32]=1, predict the reactants needed to synthesize it. The reactants are: C(N=C=O)CC.[NH2:7][C:8]1[C:9](=[O:30])[N:10]([CH2:27][CH2:28][CH3:29])[C:11](=[O:26])[N:12]([CH2:15][CH2:16][C:17]2[CH:22]=[CH:21][CH:20]=[C:19]([N+:23]([O-:25])=[O:24])[CH:18]=2)[C:13]=1[NH2:14].[C:31]1([CH2:37][C:38](O)=O)[CH:36]=[CH:35][CH:34]=[CH:33][CH:32]=1. (6) Given the product [OH:6][CH2:4][C:3]1[CH:2]=[CH:10][CH:9]=[C:8]2[C:7]=1[CH:11]=[CH:19][CH:20]=[C:21]2[OH:22], predict the reactants needed to synthesize it. The reactants are: N[C:2]1[CH:10]=[CH:9][CH:8]=[C:7]([C:11](OC)=O)[C:3]=1[C:4]([OH:6])=O.[N+](C1C=CC=[C:20]([C:21](O)=[O:22])[C:19]=1C(O)=O)([O-])=O.C(O)(C(F)(F)F)=O.